This data is from Forward reaction prediction with 1.9M reactions from USPTO patents (1976-2016). The task is: Predict the product of the given reaction. (1) Given the reactants [CH2:1](N1C2N=CN=C(OC3C=CC(NC(NC(=O)CC4C=CC=CC=4)=S)=CC=3F)C=2C=C1)C1C=CC=CC=1.[F:38][C:39]1[CH:40]=[C:41]([NH:55][C:56]([NH:58][C:59](=[O:67])[CH2:60][C:61]2[CH:66]=[CH:65][CH:64]=[CH:63][CH:62]=2)=[S:57])[CH:42]=[CH:43][C:44]=1[O:45][C:46]1[CH:51]=[CH:50][N:49]=[C:48]2[CH:52]=[CH:53][S:54][C:47]=12.CC(C)C(C1C=CC=CC=1)C(N=C=S)=O, predict the reaction product. The product is: [F:38][C:39]1[CH:40]=[C:41]([NH:55][C:56]([NH:58][C:59](=[O:67])[CH:60]([C:61]2[CH:62]=[CH:63][CH:64]=[CH:65][CH:66]=2)[CH3:1])=[S:57])[CH:42]=[CH:43][C:44]=1[O:45][C:46]1[CH:51]=[CH:50][N:49]=[C:48]2[CH:52]=[CH:53][S:54][C:47]=12. (2) Given the reactants [Cl:1][CH:2]([CH2:7][C:8]1[CH:13]=[CH:12][C:11]([CH2:14][CH2:15][O:16][C:17]2[CH:22]=[CH:21][C:20]([OH:23])=[CH:19][CH:18]=2)=[CH:10][CH:9]=1)[C:3]([O:5][CH3:6])=[O:4].C(N(CC)CC)C.[CH3:31][S:32](Cl)(=[O:34])=[O:33], predict the reaction product. The product is: [Cl:1][CH:2]([CH2:7][C:8]1[CH:13]=[CH:12][C:11]([CH2:14][CH2:15][O:16][C:17]2[CH:18]=[CH:19][C:20]([O:23][S:32]([CH3:31])(=[O:34])=[O:33])=[CH:21][CH:22]=2)=[CH:10][CH:9]=1)[C:3]([O:5][CH3:6])=[O:4]. (3) Given the reactants S(Cl)(Cl)=O.[CH3:5][N:6]([C:11]([C:13]1[C:14]([O:30][CH2:31][C:32]2[CH:37]=[CH:36][CH:35]=[CH:34][CH:33]=2)=[CH:15][C:16]([O:22][CH2:23][C:24]2[CH:29]=[CH:28][CH:27]=[CH:26][CH:25]=2)=[C:17]([CH:21]=1)[C:18](O)=[O:19])=[O:12])[CH2:7][CH2:8][CH2:9][CH3:10].[Br:38][C:39]1[CH:40]=[C:41]2[C:45](=[CH:46][CH:47]=1)[CH2:44][NH:43][CH2:42]2.C(N(C(C)C)C(C)C)C, predict the reaction product. The product is: [CH2:31]([O:30][C:14]1[CH:15]=[C:16]([O:22][CH2:23][C:24]2[CH:29]=[CH:28][CH:27]=[CH:26][CH:25]=2)[C:17]([C:18]([N:43]2[CH2:42][C:41]3[C:45](=[CH:46][CH:47]=[C:39]([Br:38])[CH:40]=3)[CH2:44]2)=[O:19])=[CH:21][C:13]=1[C:11]([N:6]([CH2:7][CH2:8][CH2:9][CH3:10])[CH3:5])=[O:12])[C:32]1[CH:37]=[CH:36][CH:35]=[CH:34][CH:33]=1. (4) Given the reactants [CH:1]([C:4]1[N:8]2[CH:9]=[N:10][C:11]3[N:15](COCC[Si](C)(C)C)[CH:14]=[CH:13][C:12]=3[C:7]2=[C:6]([CH:24]2[CH2:29][CH2:28][CH2:27][N:26]([C:30]([O:32][CH2:33][C:34]3[CH:39]=[CH:38][CH:37]=[CH:36][CH:35]=3)=[O:31])[CH2:25]2)[N:5]=1)([CH3:3])[CH3:2].C(O)(C(F)(F)F)=O.[NH4+].[OH-].CCOC(C)=O, predict the reaction product. The product is: [CH:1]([C:4]1[N:8]2[CH:9]=[N:10][C:11]3[NH:15][CH:14]=[CH:13][C:12]=3[C:7]2=[C:6]([CH:24]2[CH2:29][CH2:28][CH2:27][N:26]([C:30]([O:32][CH2:33][C:34]3[CH:35]=[CH:36][CH:37]=[CH:38][CH:39]=3)=[O:31])[CH2:25]2)[N:5]=1)([CH3:3])[CH3:2].